This data is from Full USPTO retrosynthesis dataset with 1.9M reactions from patents (1976-2016). The task is: Predict the reactants needed to synthesize the given product. (1) Given the product [CH2:1]([O:3][C:4]([C:6]1[CH:7]=[C:8]([C:11](=[O:13])[NH:31][CH2:30][C:29]2[CH:32]=[C:33]([CH3:35])[CH:34]=[C:27]([CH3:26])[CH:28]=2)[S:9][CH:10]=1)=[O:5])[CH3:2], predict the reactants needed to synthesize it. The reactants are: [CH2:1]([O:3][C:4]([C:6]1[CH:7]=[C:8]([C:11]([OH:13])=O)[S:9][CH:10]=1)=[O:5])[CH3:2].CN(C)CCCN=C=NCC.Cl.[CH3:26][C:27]1[CH:28]=[C:29]([CH:32]=[C:33]([CH3:35])[CH:34]=1)[CH2:30][NH2:31]. (2) The reactants are: [Br:1][C:2]1[N:7]=[C:6]([N+:8]([O-:10])=[O:9])[C:5]([OH:11])=[CH:4][CH:3]=1.C(=O)([O-])[O-].[K+].[K+].[Br:18][CH:19](Br)[CH3:20]. Given the product [Br:1][C:2]1[N:7]=[C:6]([N+:8]([O-:10])=[O:9])[C:5]([O:11][CH2:20][CH2:19][Br:18])=[CH:4][CH:3]=1, predict the reactants needed to synthesize it. (3) Given the product [CH2:1]([O:8][C:9]([NH:11][C:12]1[C:13]([C:23]([NH:26][C:27]2[CH:28]=[N:29][CH:30]=[CH:31][C:32]=2[N:33]2[CH2:38][CH2:37][CH2:36][C@H:35]([NH:39][C:40](=[O:49])[O:41][CH2:42][C:43]3[CH:44]=[CH:45][CH:46]=[CH:47][CH:48]=3)[CH2:34]2)=[O:25])=[N:14][C:15]2[C:20]([CH:21]=1)=[CH:19][CH:18]=[C:17]([Br:22])[CH:16]=2)=[O:10])[C:2]1[CH:7]=[CH:6][CH:5]=[CH:4][CH:3]=1, predict the reactants needed to synthesize it. The reactants are: [CH2:1]([O:8][C:9]([NH:11][C:12]1[C:13]([C:23]([OH:25])=O)=[N:14][C:15]2[C:20]([CH:21]=1)=[CH:19][CH:18]=[C:17]([Br:22])[CH:16]=2)=[O:10])[C:2]1[CH:7]=[CH:6][CH:5]=[CH:4][CH:3]=1.[NH2:26][C:27]1[CH:28]=[N:29][CH:30]=[CH:31][C:32]=1[N:33]1[CH2:38][CH2:37][CH2:36][C@H:35]([NH:39][C:40](=[O:49])[O:41][CH2:42][C:43]2[CH:48]=[CH:47][CH:46]=[CH:45][CH:44]=2)[CH2:34]1.CN(C(ON1N=NC2C=CC=NC1=2)=[N+](C)C)C.F[P-](F)(F)(F)(F)F.CCN(C(C)C)C(C)C. (4) Given the product [C:39]([C:33]1[CH:32]=[C:31]([CH:38]=[CH:37][C:34]=1[C:35]#[N:36])[O:22][CH2:21][CH2:20][CH:19]([CH3:23])[CH2:18][C:17]([NH:16][C:12]1[CH:13]=[CH:14][C:15]2[N:3]([CH2:1][CH3:2])[C:4]3[C:9]([C:10]=2[CH:11]=1)=[CH:8][CH:7]=[CH:6][CH:5]=3)=[O:27])#[N:40], predict the reactants needed to synthesize it. The reactants are: [CH2:1]([N:3]1[C:15]2[CH:14]=[CH:13][C:12]([NH:16][CH2:17][CH2:18][CH:19]([CH3:23])[CH2:20][CH2:21][OH:22])=[CH:11][C:10]=2[C:9]2[C:4]1=[CH:5][CH:6]=[CH:7][CH:8]=2)[CH3:2].CC(C)([O-:27])C.[K+].F[C:31]1[CH:32]=[C:33]([C:39]#[N:40])[C:34](=[CH:37][CH:38]=1)[C:35]#[N:36].C(OCC)(=O)C. (5) Given the product [C:11]([C:10]1[CH:13]=[CH:14][C:7]([O:6][C:5]2[CH:17]=[CH:18][C:2]3[B:27]([OH:28])[O:20][CH2:19][C:3]=3[CH:4]=2)=[C:8]([CH:15]=[O:16])[CH:9]=1)#[N:12], predict the reactants needed to synthesize it. The reactants are: Br[C:2]1[CH:18]=[CH:17][C:5]([O:6][C:7]2[CH:14]=[CH:13][C:10]([C:11]#[N:12])=[CH:9][C:8]=2[CH:15]=[O:16])=[CH:4][C:3]=1[CH2:19][O:20]C1CCCCO1.[B:27]1(B2OC(C)(C)C(C)(C)O2)OC(C)(C)C(C)(C)[O:28]1.C([O-])(=O)C.[K+]. (6) Given the product [C:1]([O:5][C:6](=[O:32])[CH2:7][C@@H:8]1[N:14]([C:15]([O:17][C:18]([CH3:21])([CH3:20])[CH3:19])=[O:16])[C:13](=[O:22])[C:12]2[CH:23]=[C:24]([C:37]3[CH:36]=[N:35][N:34]([CH3:33])[CH:38]=3)[CH:25]=[CH:26][C:11]=2[C:10]2[C:28]([CH3:31])=[N:29][O:30][C:9]1=2)([CH3:4])([CH3:3])[CH3:2], predict the reactants needed to synthesize it. The reactants are: [C:1]([O:5][C:6](=[O:32])[CH2:7][C@@H:8]1[N:14]([C:15]([O:17][C:18]([CH3:21])([CH3:20])[CH3:19])=[O:16])[C:13](=[O:22])[C:12]2[CH:23]=[C:24](Cl)[CH:25]=[CH:26][C:11]=2[C:10]2[C:28]([CH3:31])=[N:29][O:30][C:9]1=2)([CH3:4])([CH3:3])[CH3:2].[CH3:33][N:34]1[CH:38]=[C:37](B2OC(C)(C)C(C)(C)O2)[CH:36]=[N:35]1.[O-]P([O-])([O-])=O.[K+].[K+].[K+]. (7) The reactants are: [F:1][CH2:2][CH:3]([O:6][C:7]1[CH:8]=[C:9]([CH:19]=[C:20]([OH:22])[CH:21]=1)[C:10]([NH:12][C:13]1[CH:17]=[CH:16][N:15]([CH3:18])[N:14]=1)=[O:11])[CH2:4][F:5].[N:23]1([C:27]([C:29]2[CH:34]=[CH:33][C:32](Br)=[CH:31][N:30]=2)=[O:28])[CH2:26][CH2:25][CH2:24]1.C(=O)([O-])[O-].[Cs+].[Cs+].N1(C(C2N=CC(OC3C=C(C=C(OC(CF)=C)C=3)C(NC3C=CN(C)N=3)=O)=CC=2)=O)CCC1.C(O)(C(F)(F)F)=O. Given the product [N:23]1([C:27]([C:29]2[N:30]=[CH:31][C:32]([O:22][C:20]3[CH:19]=[C:9]([CH:8]=[C:7]([O:6][CH:3]([CH2:2][F:1])[CH2:4][F:5])[CH:21]=3)[C:10]([NH:12][C:13]3[CH:17]=[CH:16][N:15]([CH3:18])[N:14]=3)=[O:11])=[CH:33][CH:34]=2)=[O:28])[CH2:26][CH2:25][CH2:24]1, predict the reactants needed to synthesize it. (8) Given the product [F:22][C:16]1[C:17]([F:21])=[CH:18][CH:19]=[CH:20][C:15]=1[C@H:12]1[CH2:13][N:14]([CH2:33][C:35]2[S:36][CH:37]=[CH:38][N:39]=2)[C:23](=[O:25])[C@H:9]([N:8]([C:6]([O:5][C:1]([CH3:4])([CH3:2])[CH3:3])=[O:7])[C:26]([O:28][C:29]([CH3:30])([CH3:31])[CH3:32])=[O:27])[CH2:10][CH2:11]1, predict the reactants needed to synthesize it. The reactants are: [C:1]([O:5][C:6]([N:8]([C:26]([O:28][C:29]([CH3:32])([CH3:31])[CH3:30])=[O:27])[C@@H:9]([C:23]([OH:25])=O)[CH2:10][CH2:11][C@@H:12]([C:15]1[CH:20]=[CH:19][CH:18]=[C:17]([F:21])[C:16]=1[F:22])[CH2:13][NH2:14])=[O:7])([CH3:4])([CH3:3])[CH3:2].[CH:33]([C:35]1[S:36][CH:37]=[CH:38][N:39]=1)=O.C(O)(=O)C.C(O[BH-](OC(=O)C)OC(=O)C)(=O)C.[Na+].C1C=NC2N(O)N=NC=2C=1.C(N(C(C)C)CC)(C)C. (9) Given the product [Br:54][C:55]1[N:60]=[C:59]([C:61](=[O:64])[NH:62][CH3:63])[C:58]([NH:65][C:66]2[C:71]([C:72]([F:75])([F:73])[F:74])=[CH:70][N:69]=[C:68]([NH:76][C:77]3[CH:87]=[CH:86][C:80]([CH2:81][CH2:82][PH:83](=[O:84])[O:85][CH2:90][C:91]([CH3:109])([CH3:92])[CH2:94][N:95]4[CH:99]=[C:98]([B:100]5[O:104][C:103]([CH3:106])([CH3:105])[C:102]([CH3:108])([CH3:107])[O:101]5)[CH:97]=[N:96]4)=[CH:79][C:78]=3[O:88][CH3:89])[N:67]=2)=[CH:57][CH:56]=1, predict the reactants needed to synthesize it. The reactants are: BrC1N=C(C(=O)NC)C(NC2C(C(F)(F)F)=CN=C(NC3C=CC(CCP(=O)OCCCN4C=C(B5OC(C)(C)C(C)(C)O5)C=N4)=CC=3OC)N=2)=CC=1.[Br:54][C:55]1[N:60]=[C:59]([C:61](=[O:64])[NH:62][CH3:63])[C:58]([NH:65][C:66]2[C:71]([C:72]([F:75])([F:74])[F:73])=[CH:70][N:69]=[C:68]([NH:76][C:77]3[CH:87]=[CH:86][C:80]([CH2:81][CH2:82][PH:83](=[O:85])[OH:84])=[CH:79][C:78]=3[O:88][CH3:89])[N:67]=2)=[CH:57][CH:56]=1.[CH3:90][C:91]([CH3:109])([CH2:94][N:95]1[CH:99]=[C:98]([B:100]2[O:104][C:103]([CH3:106])([CH3:105])[C:102]([CH3:108])([CH3:107])[O:101]2)[CH:97]=[N:96]1)[CH2:92]O. (10) Given the product [F:58][P-:59]([F:64])([F:63])([F:62])([F:61])[F:60].[Cl:23][C:24]1[CH:29]=[CH:28][C:27]([CH2:30][C:31]([NH:2][CH2:3][CH2:4][CH2:5][N+:6]([CH2:9][CH2:10][NH:11][C:12]([C:14]2[C:19]([NH2:20])=[N:18][C:17]([NH2:21])=[C:16]([Cl:22])[N:15]=2)=[O:13])([CH3:7])[CH3:8])=[O:32])=[CH:26][CH:25]=1, predict the reactants needed to synthesize it. The reactants are: [Br-].[NH2:2][CH2:3][CH2:4][CH2:5][N+:6]([CH2:9][CH2:10][NH:11][C:12]([C:14]1[C:19]([NH2:20])=[N:18][C:17]([NH2:21])=[C:16]([Cl:22])[N:15]=1)=[O:13])([CH3:8])[CH3:7].[Cl:23][C:24]1[CH:29]=[CH:28][C:27]([CH2:30][C:31](O)=[O:32])=[CH:26][CH:25]=1.CN1CCOCC1.CN(C(ON1N=NC2C=CC=NC1=2)=[N+](C)C)C.[F:58][P-:59]([F:64])([F:63])([F:62])([F:61])[F:60].